This data is from Catalyst prediction with 721,799 reactions and 888 catalyst types from USPTO. The task is: Predict which catalyst facilitates the given reaction. (1) Reactant: [CH3:1][N:2]1[C:6]2=[N:7][CH:8]=[CH:9][CH:10]=[C:5]2[N:4]=[C:3]1S(C)(=O)=O.[Cl:15][C:16]1[CH:17]=[C:18]2[N:24]([CH:25]([CH3:27])[CH3:26])[C:23](=[O:28])[N:22]([C:29]3[CH:34]=[CH:33][C:32]([OH:35])=[CH:31][CH:30]=3)[C:19]2=[N:20][CH:21]=1.[H-].[Na+]. Product: [Cl:15][C:16]1[CH:17]=[C:18]2[N:24]([CH:25]([CH3:27])[CH3:26])[C:23](=[O:28])[N:22]([C:29]3[CH:34]=[CH:33][C:32]([O:35][C:3]4[N:2]([CH3:1])[C:6]5=[N:7][CH:8]=[CH:9][CH:10]=[C:5]5[N:4]=4)=[CH:31][CH:30]=3)[C:19]2=[N:20][CH:21]=1. The catalyst class is: 121. (2) Reactant: [OH-].[K+].C1(P(C2C=CC=CC=2)C2C=CC=CC=2)C=CC=CC=1.[N:22]([CH2:25][C:26]1[CH:31]=[CH:30][CH:29]=[C:28]([Br:32])[C:27]=1[O:33][CH3:34])=[N+]=[N-]. Product: [Br:32][C:28]1[C:27]([O:33][CH3:34])=[C:26]([CH:31]=[CH:30][CH:29]=1)[CH2:25][NH2:22]. The catalyst class is: 20. (3) Reactant: O.[NH2:2][NH2:3].C[O:5][C:6]([C:8]1[N:13]=[C:12]([N:14]2[CH2:18][CH2:17][CH2:16][CH:15]2[C:19]2[O:23][N:22]=[C:21]([C:24]3[CH:29]=[CH:28][CH:27]=[CH:26][N:25]=3)[CH:20]=2)[N:11]=[C:10]([NH:30][C:31]2[CH:35]=[C:34]([CH3:36])[NH:33][N:32]=2)[CH:9]=1)=O. Product: [NH2:2][NH:3][C:6]([C:8]1[N:13]=[C:12]([N:14]2[CH2:18][CH2:17][CH2:16][CH:15]2[C:19]2[O:23][N:22]=[C:21]([C:24]3[CH:29]=[CH:28][CH:27]=[CH:26][N:25]=3)[CH:20]=2)[N:11]=[C:10]([NH:30][C:31]2[CH:35]=[C:34]([CH3:36])[NH:33][N:32]=2)[CH:9]=1)=[O:5]. The catalyst class is: 5. (4) Reactant: O[CH:2]1[C:6]2[CH:7]=[C:8]([NH:13][C:14](=[O:20])[CH2:15][C:16]([CH3:19])([CH3:18])[CH3:17])[C:9]([CH3:12])=[C:10]([CH3:11])[C:5]=2[O:4][C:3]1([CH3:22])[CH3:21].[NH2:23][C:24]1[CH:29]=[CH:28][CH:27]=[CH:26][CH:25]=1. Product: [NH:23]([CH:2]1[C:6]2[CH:7]=[C:8]([NH:13][C:14](=[O:20])[CH2:15][C:16]([CH3:18])([CH3:17])[CH3:19])[C:9]([CH3:12])=[C:10]([CH3:11])[C:5]=2[O:4][C:3]1([CH3:22])[CH3:21])[C:24]1[CH:29]=[CH:28][CH:27]=[CH:26][CH:25]=1. The catalyst class is: 175. (5) Product: [CH2:35]([NH:42][C:22]([C:18]1[O:17][C:16]([N:13]2[CH2:14][CH2:15][N:10]([C:8]([O:7][C:3]([CH3:5])([CH3:4])[CH3:6])=[O:9])[CH2:11][CH:12]2[CH2:27][O:28][C:29]2[CH:30]=[N:31][CH:32]=[CH:33][CH:34]=2)=[N:20][C:19]=1[CH3:21])=[O:24])[C:36]1[CH:41]=[CH:40][CH:39]=[CH:38][CH:37]=1. The catalyst class is: 87. Reactant: [OH-].[Li+].[C:3]([O:7][C:8]([N:10]1[CH2:15][CH2:14][N:13]([C:16]2[O:17][C:18]([C:22]([O:24]CC)=O)=[C:19]([CH3:21])[N:20]=2)[CH:12]([CH2:27][O:28][C:29]2[CH:30]=[N:31][CH:32]=[CH:33][CH:34]=2)[CH2:11]1)=[O:9])([CH3:6])([CH3:5])[CH3:4].[CH2:35]([NH2:42])[C:36]1[CH:41]=[CH:40][CH:39]=[CH:38][CH:37]=1.C(N(CC)CC)C.CN(C(ON1N=NC2C=CC=CC1=2)=[N+](C)C)C.[B-](F)(F)(F)F. (6) Reactant: [F:1][C:2]1[C:9]([F:10])=[C:8]([OH:11])[CH:7]=[CH:6][C:3]=1[CH:4]=[O:5].Cl[C:13]1[CH:20]=[CH:19][C:16]([C:17]#[N:18])=[CH:15][N:14]=1.C([O-])([O-])=O.[K+].[K+].[NH4+].[Cl-]. Product: [F:10][C:9]1[C:2]([F:1])=[C:3]([CH:4]=[O:5])[CH:6]=[CH:7][C:8]=1[O:11][C:13]1[CH:20]=[CH:19][C:16]([C:17]#[N:18])=[CH:15][N:14]=1. The catalyst class is: 44. (7) Reactant: [CH:1]([C:3]1[CH:8]=[CH:7][C:6]([C:9]2[CH:10]=[C:11]([C:28]([NH2:30])=[O:29])[C:12]3[NH:13][C:14]4[C:19]([C:20]=3[CH:21]=2)=[CH:18][CH:17]=[C:16]([N:22]2[CH2:27][CH2:26][O:25][CH2:24][CH2:23]2)[CH:15]=4)=[CH:5][C:4]=1[CH3:31])=O.[NH:32]1[CH2:37][CH2:36][O:35][CH2:34][CH2:33]1.C(O[BH-](OC(=O)C)OC(=O)C)(=O)C.[Na+].C1COCC1. Product: [CH3:31][C:4]1[CH:5]=[C:6]([C:9]2[CH:10]=[C:11]([C:28]([NH2:30])=[O:29])[C:12]3[NH:13][C:14]4[C:19]([C:20]=3[CH:21]=2)=[CH:18][CH:17]=[C:16]([N:22]2[CH2:23][CH2:24][O:25][CH2:26][CH2:27]2)[CH:15]=4)[CH:7]=[CH:8][C:3]=1[CH2:1][N:32]1[CH2:37][CH2:36][O:35][CH2:34][CH2:33]1. The catalyst class is: 2. (8) Reactant: [CH2:1]([NH:8][C:9]1[CH:14]=[CH:13][N:12]([CH2:15][C:16]2[CH:21]=[CH:20][CH:19]=[C:18]([F:22])[CH:17]=2)[C:11](=[O:23])[CH:10]=1)[C:2]1[CH:7]=[CH:6][CH:5]=[CH:4][CH:3]=1.[Br:24]N1C(=O)CCC1=O. Product: [CH2:1]([NH:8][C:9]1[CH:14]=[CH:13][N:12]([CH2:15][C:16]2[CH:21]=[CH:20][CH:19]=[C:18]([F:22])[CH:17]=2)[C:11](=[O:23])[C:10]=1[Br:24])[C:2]1[CH:7]=[CH:6][CH:5]=[CH:4][CH:3]=1. The catalyst class is: 2. (9) Reactant: Cl[CH2:2][CH:3]1[CH2:8][CH2:7][CH:6]=[CH:5][CH2:4]1.[CH:9]1([OH:16])[CH2:14][CH2:13][CH:12]([OH:15])[CH2:11][CH2:10]1.[OH-].[Na+]. Product: [CH:3]1([CH2:2][O:15][CH:12]2[CH2:13][CH2:14][CH:9]([OH:16])[CH2:10][CH2:11]2)[CH2:8][CH2:7][CH:6]=[CH:5][CH2:4]1. The catalyst class is: 596.